This data is from Reaction yield outcomes from USPTO patents with 853,638 reactions. The task is: Predict the reaction yield, written as a fraction of the theoretical maximum amount of product (1.0 means a 100% yield; for example, 0.34 means a 34% yield). (1) The reactants are [C:1]([O:5][C:6](=[O:15])[NH:7][C:8]1[S:12][C:11]([Cl:13])=[N:10][C:9]=1[Cl:14])([CH3:4])([CH3:3])[CH3:2].C(N(CC)CC)C.[CH3:23][S:24][CH2:25][CH2:26][C:27](Cl)=[O:28]. The catalyst is ClC(Cl)C.CN(C1C=CN=CC=1)C. The product is [C:1]([O:5][C:6](=[O:15])[N:7]([C:8]1[S:12][C:11]([Cl:13])=[N:10][C:9]=1[Cl:14])[C:27](=[O:28])[CH2:26][CH2:25][S:24][CH3:23])([CH3:4])([CH3:2])[CH3:3]. The yield is 0.810. (2) The reactants are [Cl:1][C:2]1[CH:3]=[C:4]([NH:9][C:10]2[C:19]3[C:14](=[CH:15][C:16]([O:25][CH3:26])=[C:17]([O:20][CH2:21][CH2:22][CH2:23]Cl)[CH:18]=3)[N:13]=[CH:12][N:11]=2)[CH:5]=[CH:6][C:7]=1[F:8].C([O-])([O-])=O.[K+].[K+].[CH2:33]([N:35]1[CH2:43][CH:42]2[CH:37]([NH:38][CH2:39][CH2:40][CH2:41]2)[CH2:36]1)[CH3:34]. The catalyst is CN(C=O)C. The product is [Cl:1][C:2]1[CH:3]=[C:4]([NH:9][C:10]2[C:19]3[C:14](=[CH:15][C:16]([O:25][CH3:26])=[C:17]([O:20][CH2:21][CH2:22][CH2:23][N:38]4[CH2:39][CH2:40][CH2:41][CH:42]5[CH2:43][N:35]([CH2:33][CH3:34])[CH2:36][CH:37]45)[CH:18]=3)[N:13]=[CH:12][N:11]=2)[CH:5]=[CH:6][C:7]=1[F:8]. The yield is 0.350. (3) The reactants are [NH2:1][C:2]1[CH:10]=[C:9]([Br:11])[CH:8]=[CH:7][C:3]=1[C:4]([OH:6])=O.[CH:12](OCC)(OCC)OCC.C(O)(=O)C.[NH2:26][C:27]1[CH:28]=[C:29]([NH:34][C:35](=[O:47])[C:36]2[CH:41]=[CH:40][CH:39]=[C:38]([C:42]([C:45]#[N:46])([CH3:44])[CH3:43])[CH:37]=2)[CH:30]=[CH:31][C:32]=1[CH3:33]. The catalyst is C1(C)C=CC=CC=1. The product is [Br:11][C:9]1[CH:10]=[C:2]2[C:3]([C:4](=[O:6])[N:26]([C:27]3[CH:28]=[C:29]([NH:34][C:35](=[O:47])[C:36]4[CH:41]=[CH:40][CH:39]=[C:38]([C:42]([C:45]#[N:46])([CH3:44])[CH3:43])[CH:37]=4)[CH:30]=[CH:31][C:32]=3[CH3:33])[CH:12]=[N:1]2)=[CH:7][CH:8]=1. The yield is 0.208. (4) No catalyst specified. The reactants are [Cl:1][C:2]1[N:3]=[C:4]([C:9]([NH:11][C@@H:12]2[CH2:17][CH2:16][N:15](C(OC(C)(C)C)=O)[CH2:14][C@H:13]2[NH:25][CH:26]([CH2:29][CH3:30])[CH2:27][CH3:28])=[O:10])[NH:5][C:6]=1[CH2:7][CH3:8].Cl.O1CCOCC1.Br[C:39]1[S:40][C:41]2[C:47]([C:48]([O:50][CH2:51][CH3:52])=[O:49])=[CH:46][CH:45]=[CH:44][C:42]=2[N:43]=1.C(=O)([O-])[O-].[Na+].[Na+]. The yield is 0.560. The product is [Cl:1][C:2]1[N:3]=[C:4]([C:9]([NH:11][C@@H:12]2[CH2:17][CH2:16][N:15]([C:39]3[S:40][C:41]4[C:47]([C:48]([O:50][CH2:51][CH3:52])=[O:49])=[CH:46][CH:45]=[CH:44][C:42]=4[N:43]=3)[CH2:14][C@H:13]2[NH:25][CH:26]([CH2:29][CH3:30])[CH2:27][CH3:28])=[O:10])[NH:5][C:6]=1[CH2:7][CH3:8].